Task: Regression. Given two drug SMILES strings and cell line genomic features, predict the synergy score measuring deviation from expected non-interaction effect.. Dataset: NCI-60 drug combinations with 297,098 pairs across 59 cell lines (1) Drug 1: C1CN1P(=S)(N2CC2)N3CC3. Drug 2: CN(CCCl)CCCl.Cl. Cell line: NCI-H460. Synergy scores: CSS=55.7, Synergy_ZIP=-1.83, Synergy_Bliss=-3.67, Synergy_Loewe=-6.32, Synergy_HSA=-0.718. (2) Drug 1: CS(=O)(=O)OCCCCOS(=O)(=O)C. Drug 2: CCN(CC)CCCC(C)NC1=C2C=C(C=CC2=NC3=C1C=CC(=C3)Cl)OC. Cell line: HOP-92. Synergy scores: CSS=30.5, Synergy_ZIP=-7.24, Synergy_Bliss=-3.18, Synergy_Loewe=-44.0, Synergy_HSA=-2.57. (3) Cell line: NCI-H226. Drug 2: N.N.Cl[Pt+2]Cl. Drug 1: CC(C)CN1C=NC2=C1C3=CC=CC=C3N=C2N. Synergy scores: CSS=6.14, Synergy_ZIP=-2.82, Synergy_Bliss=-1.14, Synergy_Loewe=-4.30, Synergy_HSA=-4.33. (4) Drug 1: C1=C(C(=O)NC(=O)N1)N(CCCl)CCCl. Drug 2: C1=CC(=CC=C1CCCC(=O)O)N(CCCl)CCCl. Cell line: SK-MEL-5. Synergy scores: CSS=36.7, Synergy_ZIP=-6.44, Synergy_Bliss=-2.61, Synergy_Loewe=-1.37, Synergy_HSA=1.28. (5) Drug 2: CS(=O)(=O)CCNCC1=CC=C(O1)C2=CC3=C(C=C2)N=CN=C3NC4=CC(=C(C=C4)OCC5=CC(=CC=C5)F)Cl. Drug 1: CC1=C(C=C(C=C1)C(=O)NC2=CC(=CC(=C2)C(F)(F)F)N3C=C(N=C3)C)NC4=NC=CC(=N4)C5=CN=CC=C5. Synergy scores: CSS=1.81, Synergy_ZIP=0.599, Synergy_Bliss=1.61, Synergy_Loewe=-1.14, Synergy_HSA=-1.14. Cell line: NCI-H226. (6) Drug 1: C1=NC2=C(N1)C(=S)N=C(N2)N. Drug 2: CCC1(CC2CC(C3=C(CCN(C2)C1)C4=CC=CC=C4N3)(C5=C(C=C6C(=C5)C78CCN9C7C(C=CC9)(C(C(C8N6C=O)(C(=O)OC)O)OC(=O)C)CC)OC)C(=O)OC)O.OS(=O)(=O)O. Cell line: UO-31. Synergy scores: CSS=23.8, Synergy_ZIP=-0.787, Synergy_Bliss=-2.06, Synergy_Loewe=-1.05, Synergy_HSA=-0.907. (7) Drug 1: CC12CCC3C(C1CCC2O)C(CC4=C3C=CC(=C4)O)CCCCCCCCCS(=O)CCCC(C(F)(F)F)(F)F. Drug 2: C1=CN(C=N1)CC(O)(P(=O)(O)O)P(=O)(O)O. Cell line: COLO 205. Synergy scores: CSS=-2.14, Synergy_ZIP=0.185, Synergy_Bliss=-1.36, Synergy_Loewe=-1.18, Synergy_HSA=-2.04. (8) Drug 1: C1=CC(=CC=C1CCCC(=O)O)N(CCCl)CCCl. Drug 2: CC1CCC2CC(C(=CC=CC=CC(CC(C(=O)C(C(C(=CC(C(=O)CC(OC(=O)C3CCCCN3C(=O)C(=O)C1(O2)O)C(C)CC4CCC(C(C4)OC)O)C)C)O)OC)C)C)C)OC. Cell line: MOLT-4. Synergy scores: CSS=68.7, Synergy_ZIP=2.05, Synergy_Bliss=0.489, Synergy_Loewe=4.59, Synergy_HSA=5.81.